Dataset: TCR-epitope binding with 47,182 pairs between 192 epitopes and 23,139 TCRs. Task: Binary Classification. Given a T-cell receptor sequence (or CDR3 region) and an epitope sequence, predict whether binding occurs between them. (1) The epitope is YIFFASFYY. The TCR CDR3 sequence is CASSTGQGYNEQFF. Result: 1 (the TCR binds to the epitope). (2) The epitope is YLQPRTFLL. The TCR CDR3 sequence is CASNNQNTGELFF. Result: 1 (the TCR binds to the epitope).